Dataset: NCI-60 drug combinations with 297,098 pairs across 59 cell lines. Task: Regression. Given two drug SMILES strings and cell line genomic features, predict the synergy score measuring deviation from expected non-interaction effect. (1) Drug 1: C1CC(=O)NC(=O)C1N2C(=O)C3=CC=CC=C3C2=O. Drug 2: CC(C)NC(=O)C1=CC=C(C=C1)CNNC.Cl. Cell line: MCF7. Synergy scores: CSS=-0.902, Synergy_ZIP=1.64, Synergy_Bliss=0.551, Synergy_Loewe=-0.792, Synergy_HSA=-1.34. (2) Drug 1: CC(C)(C#N)C1=CC(=CC(=C1)CN2C=NC=N2)C(C)(C)C#N. Drug 2: C1=NC2=C(N1)C(=S)N=CN2. Cell line: SK-MEL-5. Synergy scores: CSS=9.13, Synergy_ZIP=-5.59, Synergy_Bliss=-1.85, Synergy_Loewe=-6.30, Synergy_HSA=-4.10. (3) Drug 1: COC1=CC(=CC(=C1O)OC)C2C3C(COC3=O)C(C4=CC5=C(C=C24)OCO5)OC6C(C(C7C(O6)COC(O7)C8=CC=CS8)O)O. Drug 2: C(CCl)NC(=O)N(CCCl)N=O. Cell line: SF-268. Synergy scores: CSS=20.8, Synergy_ZIP=-6.63, Synergy_Bliss=-2.18, Synergy_Loewe=-10.5, Synergy_HSA=-1.75. (4) Synergy scores: CSS=38.2, Synergy_ZIP=-4.29, Synergy_Bliss=-5.14, Synergy_Loewe=-0.0728, Synergy_HSA=1.35. Drug 2: C1C(C(OC1N2C=C(C(=O)NC2=O)F)CO)O. Cell line: HCC-2998. Drug 1: C1CN1P(=S)(N2CC2)N3CC3.